From a dataset of Peptide-MHC class I binding affinity with 185,985 pairs from IEDB/IMGT. Regression. Given a peptide amino acid sequence and an MHC pseudo amino acid sequence, predict their binding affinity value. This is MHC class I binding data. (1) The peptide sequence is FLLLADARV. The MHC is HLA-A02:02 with pseudo-sequence HLA-A02:02. The binding affinity (normalized) is 0.849. (2) The peptide sequence is FLMAYANQIH. The MHC is HLA-A33:01 with pseudo-sequence HLA-A33:01. The binding affinity (normalized) is 0. (3) The peptide sequence is SELPDFACS. The MHC is HLA-B45:01 with pseudo-sequence HLA-B45:01. The binding affinity (normalized) is 0.501. (4) The peptide sequence is LLCLIFLLVL. The MHC is HLA-A11:01 with pseudo-sequence HLA-A11:01. The binding affinity (normalized) is 0. (5) The peptide sequence is KAVATAPGL. The MHC is Mamu-B52 with pseudo-sequence Mamu-B52. The binding affinity (normalized) is 0.560.